From a dataset of Catalyst prediction with 721,799 reactions and 888 catalyst types from USPTO. Predict which catalyst facilitates the given reaction. (1) Reactant: [F:1][C:2]([F:41])([F:40])[C@H:3]([N:27]1[CH2:31][CH2:30][C@H:29]([NH:32]C(=O)OC(C)(C)C)[CH2:28]1)[C:4]1[CH:5]=[CH:6][C:7]2[N:8]([C:10]([C:13]3[CH:22]=[CH:21][C:20]4[C:15](=[CH:16][C:17]([CH:23]5[CH2:26][O:25][CH2:24]5)=[CH:18][CH:19]=4)[N:14]=3)=[N:11][N:12]=2)[CH:9]=1. Product: [F:41][C:2]([F:1])([F:40])[C@H:3]([N:27]1[CH2:31][CH2:30][C@H:29]([NH2:32])[CH2:28]1)[C:4]1[CH:5]=[CH:6][C:7]2[N:8]([C:10]([C:13]3[CH:22]=[CH:21][C:20]4[C:15](=[CH:16][C:17]([CH:23]5[CH2:26][O:25][CH2:24]5)=[CH:18][CH:19]=4)[N:14]=3)=[N:11][N:12]=2)[CH:9]=1. The catalyst class is: 106. (2) Reactant: Cl[C:2]1[N:3]=[C:4]([NH:21][C:22]2[CH:30]=[CH:29][C:28]([F:31])=[CH:27][C:23]=2[C:24](N)=[O:25])[C:5]2[CH:10]=[CH:9][N:8]([S:11]([C:14]3[CH:19]=[CH:18][C:17]([CH3:20])=[CH:16][CH:15]=3)(=[O:13])=[O:12])[C:6]=2[N:7]=1.[CH3:32][CH:33]([N:35]1[CH2:40][CH2:39][N:38]([C:41]2[CH:47]=[CH:46][C:44]([NH2:45])=[C:43]([O:48][CH3:49])[CH:42]=2)[CH2:37][CH2:36]1)[CH3:34].[I-].[K+].Cl.C(=O)(O)[O-].[Na+]. Product: [F:31][C:28]1[CH:27]=[C:23]2[C:22](=[CH:30][CH:29]=1)[N:21]=[C:4]1[C:5]3[CH:10]=[CH:9][N:8]([S:11]([C:14]4[CH:19]=[CH:18][C:17]([CH3:20])=[CH:16][CH:15]=4)(=[O:12])=[O:13])[C:6]=3[N:7]=[C:2]([NH:45][C:44]3[CH:46]=[CH:47][C:41]([N:38]4[CH2:39][CH2:40][N:35]([CH:33]([CH3:32])[CH3:34])[CH2:36][CH2:37]4)=[CH:42][C:43]=3[O:48][CH3:49])[N:3]1[C:24]2=[O:25]. The catalyst class is: 4. (3) Reactant: [CH2:1]([C:3]1[CH:4]=[C:5]([CH:8]=[O:9])[S:6][CH:7]=1)[CH3:2].[BH4-].[Na+]. Product: [CH2:1]([C:3]1[CH:4]=[C:5]([CH2:8][OH:9])[S:6][CH:7]=1)[CH3:2]. The catalyst class is: 5. (4) Reactant: [CH3:1][N:2]1[C:6]([CH:7]2[CH2:13][O:12][CH2:11][C:10](=O)[CH2:9][CH2:8]2)=[C:5]([N+:15]([O-:17])=[O:16])[CH:4]=[N:3]1.C([O-])(=O)C.[NH4+].C([BH3-])#[N:24].[Na+].C(O)(=O)C.[C:31]([O:35][C:36]([O:38]C(OC(C)(C)C)=O)=O)([CH3:34])([CH3:33])[CH3:32].CCN(C(C)C)C(C)C. Product: [CH3:1][N:2]1[C:6]([CH:7]2[CH2:13][O:12][CH2:11][CH:10]([NH:24][C:36](=[O:38])[O:35][C:31]([CH3:34])([CH3:33])[CH3:32])[CH2:9][CH2:8]2)=[C:5]([N+:15]([O-:17])=[O:16])[CH:4]=[N:3]1. The catalyst class is: 5.